Dataset: Reaction yield outcomes from USPTO patents with 853,638 reactions. Task: Predict the reaction yield, written as a fraction of the theoretical maximum amount of product (1.0 means a 100% yield; for example, 0.34 means a 34% yield). (1) The yield is 0.860. The product is [Cl:20][C:8]1[C:7]([C:14]([F:17])([F:16])[F:15])=[N:6][C:5]2[C:10](=[CH:11][CH:12]=[C:3]([O:2][CH3:1])[CH:4]=2)[N:9]=1. The reactants are [CH3:1][O:2][C:3]1[CH:4]=[C:5]2[C:10](=[CH:11][CH:12]=1)[NH:9][C:8](=O)[C:7]([C:14]([F:17])([F:16])[F:15])=[N:6]2.O=P(Cl)(Cl)[Cl:20]. No catalyst specified. (2) The reactants are [CH:1]1([C:6]2([CH2:14][O:15][C:16]3[CH:21]=[CH:20][C:19]([C:22]([CH3:26])([CH3:25])[C:23]#[N:24])=[C:18]([F:27])[CH:17]=3)[CH2:11][C:10](=[O:12])[CH2:9][C:8](=[O:13])[O:7]2)[CH2:5][CH2:4][CH2:3][CH2:2]1.[CH3:28][C:29]1[CH:30]=[N:31][C:32]2[N:33]([N:35]=[C:36]([CH:38]=O)[N:37]=2)[CH:34]=1. The catalyst is CO. The product is [CH:1]1([C:6]2([CH2:14][O:15][C:16]3[CH:21]=[CH:20][C:19]([C:22]([CH3:25])([CH3:26])[C:23]#[N:24])=[C:18]([F:27])[CH:17]=3)[CH2:11][C:10]([OH:12])=[C:9]([CH2:38][C:36]3[N:37]=[C:32]4[N:31]=[CH:30][C:29]([CH3:28])=[CH:34][N:33]4[N:35]=3)[C:8](=[O:13])[O:7]2)[CH2:2][CH2:3][CH2:4][CH2:5]1. The yield is 0.320. (3) The reactants are CN(C(ON1N=NC2C1=CC=CC=2)=[N+](C)C)C.F[P-](F)(F)(F)(F)F.[CH:25]([N:28]1[CH2:33][CH2:32][CH:31]([O:34][C:35]2[CH:40]=[CH:39][C:38]([C:41]3([C:47]([OH:49])=O)[CH2:46][CH2:45][O:44][CH2:43][CH2:42]3)=[CH:37][CH:36]=2)[CH2:30][CH2:29]1)([CH3:27])[CH3:26].[CH2:50]([N:52](CC)[CH2:53]C)[CH3:51].C(NC)C. The catalyst is CN(C)C=O. The product is [CH2:50]([N:52]([CH3:53])[C:47]([C:41]1([C:38]2[CH:39]=[CH:40][C:35]([O:34][CH:31]3[CH2:32][CH2:33][N:28]([CH:25]([CH3:26])[CH3:27])[CH2:29][CH2:30]3)=[CH:36][CH:37]=2)[CH2:42][CH2:43][O:44][CH2:45][CH2:46]1)=[O:49])[CH3:51]. The yield is 0.350.